The task is: Binary Classification. Given a drug SMILES string, predict its activity (active/inactive) in a high-throughput screening assay against a specified biological target.. This data is from Cav3 T-type calcium channel HTS with 100,875 compounds. (1) The compound is O(C(=O)N1CCN(CC1)C1=C(NCCN(Cc2ccccc2)C)C(=O)C1=O)CC. The result is 0 (inactive). (2) The drug is s1c2n(cc(n2)c2cc(NC(=O)c3c(OC)cccc3)ccc2)cc1. The result is 0 (inactive). (3) The drug is S(CC(=O)N1C(C=C(c2c1c(cc(c2)C)C)C)(C)C)c1sc(nn1)N. The result is 0 (inactive). (4) The molecule is FC(F)(C=1NCCN\C(C1)=C1\C(=O)C=CC=C1)C(F)F. The result is 0 (inactive). (5) The drug is s1c(NC(=O)Nc2ccc(OC)cc2)ncc1. The result is 0 (inactive). (6) The drug is S=C(N1C(CCCC1)C)Nc1c(scc1)C(OC)=O. The result is 0 (inactive). (7) The compound is O(C(=O)C1CN(C(=O)C1)c1cc(c(cc1)C)C)CC(=O)C(C)(C)C. The result is 0 (inactive). (8) The molecule is S(=O)(=O)(N1C(CCC1)C(=O)Nc1c(OC)ccc(c1)C)c1cc2c(NC(=O)CC2)cc1. The result is 0 (inactive).